This data is from Full USPTO retrosynthesis dataset with 1.9M reactions from patents (1976-2016). The task is: Predict the reactants needed to synthesize the given product. Given the product [C:2]([OH:7])(=[O:3])[CH3:1].[OH:38][C@H:12]([C:10]1[CH:9]=[CH:8][C:6]([OH:7])=[C:5]([CH2:4][OH:3])[CH:11]=1)[CH2:13][NH:14][CH2:15][CH2:16][C:17]1[CH:37]=[CH:36][C:20]([O:21][CH2:22][CH2:23][O:24][CH2:25][C:26]2[CH:27]=[C:28]([NH:32][C:33]([NH2:35])=[O:34])[CH:29]=[CH:30][CH:31]=2)=[CH:19][CH:18]=1, predict the reactants needed to synthesize it. The reactants are: [CH3:1][C:2]1(C)[O:7][C:6]2[CH:8]=[CH:9][C:10]([C@@H:12]([OH:38])[CH2:13][NH:14][CH2:15][CH2:16][C:17]3[CH:37]=[CH:36][C:20]([O:21][CH2:22][CH2:23][O:24][CH2:25][C:26]4[CH:27]=[C:28]([NH:32][C:33]([NH2:35])=[O:34])[CH:29]=[CH:30][CH:31]=4)=[CH:19][CH:18]=3)=[CH:11][C:5]=2[CH2:4][O:3]1.